From a dataset of Peptide-MHC class II binding affinity with 134,281 pairs from IEDB. Regression. Given a peptide amino acid sequence and an MHC pseudo amino acid sequence, predict their binding affinity value. This is MHC class II binding data. (1) The peptide sequence is FERLAITKGKVDPTD. The MHC is DRB1_1501 with pseudo-sequence DRB1_1501. The binding affinity (normalized) is 0.0775. (2) The peptide sequence is GWDLNAASAYCSTWD. The MHC is DRB1_0101 with pseudo-sequence DRB1_0101. The binding affinity (normalized) is 0.361. (3) The peptide sequence is LIYDASNRAT. The MHC is DRB1_1101 with pseudo-sequence DRB1_1101. The binding affinity (normalized) is 0. (4) The peptide sequence is DEPTLLYVLFEVFDV. The MHC is HLA-DPA10103-DPB10401 with pseudo-sequence HLA-DPA10103-DPB10401. The binding affinity (normalized) is 0.273.